This data is from Peptide-MHC class I binding affinity with 185,985 pairs from IEDB/IMGT. The task is: Regression. Given a peptide amino acid sequence and an MHC pseudo amino acid sequence, predict their binding affinity value. This is MHC class I binding data. The peptide sequence is KVFGSLAFV. The MHC is HLA-A02:03 with pseudo-sequence HLA-A02:03. The binding affinity (normalized) is 0.386.